This data is from Catalyst prediction with 721,799 reactions and 888 catalyst types from USPTO. The task is: Predict which catalyst facilitates the given reaction. (1) Reactant: [Cl:1][C:2]1[CH:15]=[CH:14][C:13]2[S:12][C:11]3[C:6](=[CH:7][CH:8]=[CH:9][CH:10]=3)[NH:5][C:4]=2[CH:3]=1.[H-].[Na+].Br[CH2:19][CH2:20][CH2:21][CH2:22][N:23]1[C:27](=[O:28])[C:26]2=[CH:29][CH:30]=[CH:31][CH:32]=[C:25]2[C:24]1=[O:33].[NH4+].[Cl-]. Product: [Cl:1][C:2]1[CH:15]=[CH:14][C:13]2[S:12][C:11]3[C:6](=[CH:7][CH:8]=[CH:9][CH:10]=3)[N:5]([CH2:19][CH2:20][CH2:21][CH2:22][N:23]3[C:27](=[O:28])[C:26]4[C:25](=[CH:32][CH:31]=[CH:30][CH:29]=4)[C:24]3=[O:33])[C:4]=2[CH:3]=1. The catalyst class is: 3. (2) Reactant: [F:1][C:2]1[CH:3]=[C:4]([CH:15]=[CH:16][CH:17]=1)[CH2:5][C:6]1[CH:14]=[CH:13][C:9]([C:10]([OH:12])=O)=[CH:8][CH:7]=1.Cl.[NH2:19][CH2:20][CH2:21][C:22]1[C:30]2[C:25](=[CH:26][CH:27]=[C:28]([OH:31])[CH:29]=2)[NH:24][CH:23]=1.CN(C(ON1N=NC2C=CC=NC1=2)=[N+](C)C)C.F[P-](F)(F)(F)(F)F.C(N(CC)C(C)C)(C)C. Product: [F:1][C:2]1[CH:3]=[C:4]([CH:15]=[CH:16][CH:17]=1)[CH2:5][C:6]1[CH:7]=[CH:8][C:9]([C:10]([NH:19][CH2:20][CH2:21][C:22]2[C:30]3[C:25](=[CH:26][CH:27]=[C:28]([OH:31])[CH:29]=3)[NH:24][CH:23]=2)=[O:12])=[CH:13][CH:14]=1. The catalyst class is: 3. (3) Reactant: [CH3:1][N:2]([CH2:18][CH2:19][NH:20]C(=O)C(F)(F)F)[C:3]([C:5]1[N:6]=[C:7]([CH3:17])[S:8][C:9]=1[C:10]1[CH:15]=[CH:14][C:13]([F:16])=[CH:12][CH:11]=1)=[O:4].C([O-])([O-])=O.[K+].[K+]. Product: [NH2:20][CH2:19][CH2:18][N:2]([CH3:1])[C:3]([C:5]1[N:6]=[C:7]([CH3:17])[S:8][C:9]=1[C:10]1[CH:15]=[CH:14][C:13]([F:16])=[CH:12][CH:11]=1)=[O:4]. The catalyst class is: 24. (4) Reactant: CC1(C)CCCC(C)(C)N1[Mg]Cl.[Cl-].[Li+].[Cl:15][C:16]1[CH:17]=[C:18]([C:22]2[N:30]=[C:29]([C:31]#[N:32])[N:28]=[C:27]3[C:23]=2[N:24]([CH2:33][C@H:34]2[CH2:39][CH2:38][C@H:37]([CH3:40])[CH2:36][CH2:35]2)[CH:25]=[N:26]3)[CH:19]=[CH:20][CH:21]=1.CON(C)[C:44]([C:46]1[N:47]=[CH:48][O:49][C:50]=1[CH3:51])=[O:45]. Product: [Cl:15][C:16]1[CH:17]=[C:18]([C:22]2[N:30]=[C:29]([C:31]#[N:32])[N:28]=[C:27]3[C:23]=2[N:24]([CH2:33][C@H:34]2[CH2:39][CH2:38][C@H:37]([CH3:40])[CH2:36][CH2:35]2)[C:25]([C:44]([C:46]2[N:47]=[CH:48][O:49][C:50]=2[CH3:51])=[O:45])=[N:26]3)[CH:19]=[CH:20][CH:21]=1. The catalyst class is: 1.